Dataset: Reaction yield outcomes from USPTO patents with 853,638 reactions. Task: Predict the reaction yield, written as a fraction of the theoretical maximum amount of product (1.0 means a 100% yield; for example, 0.34 means a 34% yield). (1) The reactants are [Cl:1][C:2]1[CH:3]=[C:4]2[C:9](=[CH:10][CH:11]=1)[N:8]=[C:7]([NH:12][C:13](=[O:17])OCC)[C:6]([O:18][CH3:19])=[N:5]2.[CH3:20][O:21][C:22]1[CH:23]=[C:24]([N:32]2[CH2:37][CH2:36][NH:35][CH2:34][CH2:33]2)[CH:25]=[C:26]([O:30][CH3:31])[C:27]=1[O:28][CH3:29]. No catalyst specified. The product is [Cl:1][C:2]1[CH:3]=[C:4]2[C:9](=[CH:10][CH:11]=1)[N:8]=[C:7]([NH:12][C:13]([N:35]1[CH2:34][CH2:33][N:32]([C:24]3[CH:23]=[C:22]([O:21][CH3:20])[C:27]([O:28][CH3:29])=[C:26]([O:30][CH3:31])[CH:25]=3)[CH2:37][CH2:36]1)=[O:17])[C:6]([O:18][CH3:19])=[N:5]2. The yield is 0.830. (2) The reactants are [C:1]1([CH3:11])[CH:6]=[CH:5][C:4]([S:7](Cl)(=[O:9])=[O:8])=[CH:3][CH:2]=1.[CH3:12][O:13][CH:14]([O:17][CH3:18])[CH2:15][NH2:16].C(N(CC)CC)C. The catalyst is CCOCC. The product is [CH3:12][O:13][CH:14]([O:17][CH3:18])[CH2:15][NH:16][S:7]([C:4]1[CH:5]=[CH:6][C:1]([CH3:11])=[CH:2][CH:3]=1)(=[O:9])=[O:8]. The yield is 0.950.